Dataset: Reaction yield outcomes from USPTO patents with 853,638 reactions. Task: Predict the reaction yield, written as a fraction of the theoretical maximum amount of product (1.0 means a 100% yield; for example, 0.34 means a 34% yield). The reactants are [F:1][C:2]1[CH:23]=[CH:22][CH:21]=[CH:20][C:3]=1[O:4][CH2:5][CH:6]1[CH2:10][CH2:9][N:8]([CH2:11][C:12]2[C:13]([O:18]C)=[N:14][CH:15]=[CH:16][N:17]=2)[CH2:7]1.[C:24](=[O:27])([OH:26])[O-].[Na+].[C:29]([O:32]CC)(=[O:31])C. The catalyst is C(O)C.Cl.C(OCC)(=O)C. The product is [C:29]([OH:32])(=[O:31])[C:24]([OH:26])=[O:27].[F:1][C:2]1[CH:23]=[CH:22][CH:21]=[CH:20][C:3]=1[O:4][CH2:5][CH:6]1[CH2:10][CH2:9][N:8]([CH2:11][C:12]2[C:13](=[O:18])[NH:14][CH:15]=[CH:16][N:17]=2)[CH2:7]1. The yield is 0.560.